From a dataset of Full USPTO retrosynthesis dataset with 1.9M reactions from patents (1976-2016). Predict the reactants needed to synthesize the given product. (1) Given the product [CH:1]1([CH2:4][CH:5]([C:10]2[CH:15]=[CH:14][C:13]([NH:16][CH:17]([CH3:19])[CH3:18])=[CH:12][N:11]=2)[C:6]([OH:8])=[O:7])[CH2:3][CH2:2]1, predict the reactants needed to synthesize it. The reactants are: [CH:1]1([CH2:4][CH:5]([C:10]2[CH:15]=[CH:14][C:13]([NH:16][CH:17]([CH3:19])[CH3:18])=[CH:12][N:11]=2)[C:6]([O:8]C)=[O:7])[CH2:3][CH2:2]1.C1COCC1.CO.O.[OH-].[Li+]. (2) The reactants are: [CH2:1]([C:5]1[N:6]=[C:7]([C:12]2[CH:17]=[CH:16][C:15]([C:18]([F:21])([F:20])[F:19])=[CH:14][CH:13]=2)[S:8][C:9]=1[CH2:10][OH:11])[CH2:2][CH2:3][CH3:4].[CH3:22][O:23][C:24](=[O:33])[C:25]1[CH:30]=[CH:29][C:28](O)=[CH:27][C:26]=1[Cl:32].C1(P(C2C=CC=CC=2)C2C=CC=CC=2)C=CC=CC=1.N(C(OCC)=O)=NC(OCC)=O. Given the product [CH3:22][O:23][C:24](=[O:33])[C:25]1[CH:30]=[CH:29][C:28]([O:11][CH2:10][C:9]2[S:8][C:7]([C:12]3[CH:17]=[CH:16][C:15]([C:18]([F:20])([F:21])[F:19])=[CH:14][CH:13]=3)=[N:6][C:5]=2[CH2:1][CH2:2][CH2:3][CH3:4])=[CH:27][C:26]=1[Cl:32], predict the reactants needed to synthesize it. (3) Given the product [Br:1][C:2]1[CH:3]=[C:4]([CH:8]=[CH:9][N:10]=1)[C:5]([NH:46][C:44]1[S:45][C:41]2[C:40]([N:47]([CH2:49][CH2:50][O:51][CH3:52])[CH3:48])=[CH:39][CH:38]=[C:37]([O:36][CH3:35])[C:42]=2[N:43]=1)=[O:7], predict the reactants needed to synthesize it. The reactants are: [Br:1][C:2]1[CH:3]=[C:4]([CH:8]=[CH:9][N:10]=1)[C:5]([OH:7])=O.CN(C(ON1N=NC2C=CC=NC1=2)=[N+](C)C)C.F[P-](F)(F)(F)(F)F.[CH3:35][O:36][C:37]1[C:42]2[N:43]=[C:44]([NH2:46])[S:45][C:41]=2[C:40]([N:47]([CH2:49][CH2:50][O:51][CH3:52])[CH3:48])=[CH:39][CH:38]=1. (4) Given the product [C:22]1([NH:21][C:19]([NH:18][C:15]2[CH:16]=[CH:17][C:12]([C:3]3[C:2]([C:36]4[CH:41]=[CH:40][N:39]=[C:38]5[NH:42][CH:43]=[CH:44][C:37]=45)=[CH:6][N:5]([CH2:7][C:8]([F:11])([F:10])[F:9])[N:4]=3)=[CH:13][CH:14]=2)=[O:20])[CH:27]=[CH:26][CH:25]=[CH:24][CH:23]=1, predict the reactants needed to synthesize it. The reactants are: Br[C:2]1[C:3]([C:12]2[CH:17]=[CH:16][C:15]([NH:18][C:19]([NH:21][C:22]3[CH:27]=[CH:26][CH:25]=[CH:24][CH:23]=3)=[O:20])=[CH:14][CH:13]=2)=[N:4][N:5]([CH2:7][C:8]([F:11])([F:10])[F:9])[CH:6]=1.CC1(C)C(C)(C)OB([C:36]2[CH:41]=[CH:40][N:39]=[C:38]3[NH:42][CH:43]=[CH:44][C:37]=23)O1.C(=O)(O)[O-].[Na+]. (5) Given the product [CH2:59]([O:58][C:56](=[O:57])[CH2:55][C:10]1[CH:11]=[C:6]2[C:7](=[CH:8][CH:9]=1)[N:2]=[CH:3][CH:4]=[N:5]2)[CH3:60], predict the reactants needed to synthesize it. The reactants are: Cl.[N:2]1[C:7]2[CH:8]=[CH:9][C:10](B(O)O)=[CH:11][C:6]=2[N:5]=[CH:4][CH:3]=1.C1(P(C2C3C(=CC=CC=3)C=CC=2)C2C3C(=CC=CC=3)C=CC=2)C2C(=CC=CC=2)C=CC=1.[O-]P([O-])([O-])=O.[K+].[K+].[K+].Br[CH2:55][C:56]([O:58][CH2:59][CH3:60])=[O:57]. (6) Given the product [Cl:65][C:62]1[CH:63]=[CH:64][C:59]([C:57]2[C:56]3[CH:66]=[C:67]([O:70][CH3:71])[CH:68]=[CH:69][C:55]=3[N:54]3[C:72]([CH3:75])=[N:73][N:74]=[C:53]3[C@H:52]([CH2:51][C:50]([NH:49][CH2:48][CH2:47][NH:46][C:21]([C:17]3[CH:16]=[C:15]([C:11]4[CH:12]=[CH:13][CH:14]=[C:9]([B:4]([OH:3])[OH:5])[CH:10]=4)[CH:20]=[CH:19][CH:18]=3)=[O:23])=[O:76])[N:58]=2)=[CH:60][CH:61]=1, predict the reactants needed to synthesize it. The reactants are: CC1(C)C(C)(C)[O:5][B:4]([C:9]2[CH:10]=[C:11]([C:15]3[CH:20]=[CH:19][CH:18]=[C:17]([C:21]([OH:23])=O)[CH:16]=3)[CH:12]=[CH:13][CH:14]=2)[O:3]1.CCN=C=NCCCN(C)C.C1C=CC2N(O)N=NC=2C=1.[NH2:46][CH2:47][CH2:48][NH:49][C:50](=[O:76])[CH2:51][C@@H:52]1[N:58]=[C:57]([C:59]2[CH:64]=[CH:63][C:62]([Cl:65])=[CH:61][CH:60]=2)[C:56]2[CH:66]=[C:67]([O:70][CH3:71])[CH:68]=[CH:69][C:55]=2[N:54]2[C:72]([CH3:75])=[N:73][N:74]=[C:53]12.B(O)O. (7) Given the product [CH2:24]([O:9][C:8]([C:6]1[O:7][C:3]([CH:1]=[O:2])=[CH:4][CH:5]=1)=[O:10])[C:25]1[CH:30]=[CH:29][CH:28]=[CH:27][CH:26]=1, predict the reactants needed to synthesize it. The reactants are: [CH:1]([C:3]1[O:7][C:6]([C:8]([OH:10])=[O:9])=[CH:5][CH:4]=1)=[O:2].C(N(CC)CC)C.ClC(OCC)=O.[CH2:24](O)[C:25]1[CH:30]=[CH:29][CH:28]=[CH:27][CH:26]=1.